This data is from Full USPTO retrosynthesis dataset with 1.9M reactions from patents (1976-2016). The task is: Predict the reactants needed to synthesize the given product. (1) Given the product [Br:6][C:7]1[CH:8]=[C:9]2[C:14](=[C:15]([Cl:19])[C:16]=1[O:17][CH3:18])[O:13][C:12]([CH3:21])([CH3:20])[CH:11]=[C:10]2[CH:1]([CH3:3])[CH3:2], predict the reactants needed to synthesize it. The reactants are: [CH:1]([Mg]Cl)([CH3:3])[CH3:2].[Br:6][C:7]1[CH:8]=[C:9]2[C:14](=[C:15]([Cl:19])[C:16]=1[O:17][CH3:18])[O:13][C:12]([CH3:21])([CH3:20])[CH2:11][C:10]2=O.CN1CCCN(C)C1=O. (2) The reactants are: C(O[C@H:10]1[C@@:14]([O:16][C:17](=[O:24])[C:18]2[CH:23]=[CH:22][CH:21]=[CH:20][CH:19]=2)([CH3:15])[C@H:13]([O:25][C:26](=[O:33])[C:27]2[CH:32]=[CH:31][CH:30]=[CH:29][CH:28]=2)[C@@H:12]([CH2:34][O:35][C:36](=[O:43])[C:37]2[CH:42]=[CH:41][CH:40]=[CH:39][CH:38]=2)[O:11]1)(=O)C1C=CC=CC=1.[NH2:44][C:45]1[N:53]=[C:52]2[C:48]([NH:49][CH:50]=[N:51]2)=[C:47]([Cl:54])[N:46]=1.CCCCCCC=CCCC.O([Si](C)(C)C)S(C(F)(F)F)(=O)=O.C(=O)(O)[O-].[Na+]. Given the product [C:17]([O:16][C@:14]1([CH3:15])[C@H:13]([O:25][C:26](=[O:33])[C:27]2[CH:32]=[CH:31][CH:30]=[CH:29][CH:28]=2)[C@@H:12]([CH2:34][O:35][C:36](=[O:43])[C:37]2[CH:38]=[CH:39][CH:40]=[CH:41][CH:42]=2)[O:11][C@H:10]1[N:51]1[CH:50]=[N:49][C:48]2[C:52]1=[N:53][C:45]([NH2:44])=[N:46][C:47]=2[Cl:54])(=[O:24])[C:18]1[CH:23]=[CH:22][CH:21]=[CH:20][CH:19]=1, predict the reactants needed to synthesize it. (3) Given the product [CH3:14][NH:16][S:10]([C:7]1[CH:8]=[CH:9][C:4]([N+:1]([O-:3])=[O:2])=[CH:5][CH:6]=1)(=[O:12])=[O:11], predict the reactants needed to synthesize it. The reactants are: [N+:1]([C:4]1[CH:9]=[CH:8][C:7]([S:10](Cl)(=[O:12])=[O:11])=[CH:6][CH:5]=1)([O-:3])=[O:2].[CH2:14]([N:16](CC)CC)C.CN. (4) Given the product [ClH:1].[C:2]([NH:6][C:7](=[O:23])[C:8]1[CH:9]=[CH:10][C:11]([CH:14]2[CH2:19][CH2:18][CH2:17][N:16]3[CH:20]=[N:21][CH:22]=[C:15]23)=[CH:12][CH:13]=1)([CH3:5])([CH3:3])[CH3:4], predict the reactants needed to synthesize it. The reactants are: [ClH:1].[C:2]([NH:6][C:7](=[O:23])[C:8]1[CH:13]=[CH:12][C:11]([C:14]2[C:15]3[N:16]([CH:20]=[N:21][CH:22]=3)[CH2:17][CH2:18][CH:19]=2)=[CH:10][CH:9]=1)([CH3:5])([CH3:4])[CH3:3]. (5) Given the product [CH2:30]([C:31]1[NH:1][C:2]2=[N:7][C:6]([N:8]3[CH2:13][CH2:12][CH2:11][C@@H:10]([C:14]([N:16]4[CH2:20][CH2:19][CH2:18][CH2:17]4)=[O:15])[CH2:9]3)=[CH:5][CH:4]=[C:3]2[N:21]=1)[C:24]1[CH:29]=[CH:28][CH:27]=[CH:26][CH:25]=1, predict the reactants needed to synthesize it. The reactants are: [NH2:1][C:2]1[N:7]=[C:6]([N:8]2[CH2:13][CH2:12][CH2:11][C@@H:10]([C:14]([N:16]3[CH2:20][CH2:19][CH2:18][CH2:17]3)=[O:15])[CH2:9]2)[CH:5]=[CH:4][C:3]=1[N+:21]([O-])=O.[C:24]1([CH2:30][CH:31]=O)[CH:29]=[CH:28][CH:27]=[CH:26][CH:25]=1.